This data is from Blood-brain barrier penetration binary classification data from Martins et al.. The task is: Regression/Classification. Given a drug SMILES string, predict its absorption, distribution, metabolism, or excretion properties. Task type varies by dataset: regression for continuous measurements (e.g., permeability, clearance, half-life) or binary classification for categorical outcomes (e.g., BBB penetration, CYP inhibition). Dataset: bbb_martins. (1) The drug is C=C1c2ccccc2CN(CCCN(C)C)c2ccccc21. The result is 1 (penetrates BBB). (2) The molecule is O=C1CCC(N2C(=O)C3C4CCC(C4)C3C2=O)C(=O)N1. The result is 1 (penetrates BBB).